Dataset: Reaction yield outcomes from USPTO patents with 853,638 reactions. Task: Predict the reaction yield, written as a fraction of the theoretical maximum amount of product (1.0 means a 100% yield; for example, 0.34 means a 34% yield). The catalyst is C1(C)C=CC=CC=1.O1CCCC1.C1C=CC(/C=C/C(/C=C/C2C=CC=CC=2)=O)=CC=1.C1C=CC(/C=C/C(/C=C/C2C=CC=CC=2)=O)=CC=1.C1C=CC(/C=C/C(/C=C/C2C=CC=CC=2)=O)=CC=1.[Pd].[Pd].C(OCC)(=O)C.O. The reactants are [NH2:1][C:2]1[N:6]([C:7]2[CH:12]=[CH:11][CH:10]=[CH:9][CH:8]=2)[N:5]=[C:4]([C:13]([O:15][CH2:16][CH3:17])=[O:14])[CH:3]=1.I[C:19]1[CH:24]=[CH:23][CH:22]=[CH:21][CH:20]=1.C(=O)([O-])[O-].[Cs+].[Cs+].C1(P(C2C=CC=CC=2)C2C3OC4C(=CC=CC=4P(C4C=CC=CC=4)C4C=CC=CC=4)C(C)(C)C=3C=CC=2)C=CC=CC=1. The product is [C:7]1([N:6]2[C:2]([NH:1][C:19]3[CH:24]=[CH:23][CH:22]=[CH:21][CH:20]=3)=[CH:3][C:4]([C:13]([O:15][CH2:16][CH3:17])=[O:14])=[N:5]2)[CH:12]=[CH:11][CH:10]=[CH:9][CH:8]=1. The yield is 0.590.